This data is from Reaction yield outcomes from USPTO patents with 853,638 reactions. The task is: Predict the reaction yield, written as a fraction of the theoretical maximum amount of product (1.0 means a 100% yield; for example, 0.34 means a 34% yield). (1) The reactants are C([O:5][C:6](=[O:27])/[CH:7]=[CH:8]/[C:9]1[CH:26]=[N:25][C:12]2[NH:13][C:14](=[O:24])[CH2:15][N:16]([CH2:18][C:19]([O:21][CH2:22][CH3:23])=[O:20])[CH2:17][C:11]=2[CH:10]=1)(C)(C)C.C(O)(C(F)(F)F)=O.C(Cl)[Cl:36]. No catalyst specified. The product is [ClH:36].[CH2:22]([O:21][C:19]([CH2:18][N:16]1[CH2:17][C:11]2[CH:10]=[C:9](/[CH:8]=[CH:7]/[C:6]([OH:27])=[O:5])[CH:26]=[N:25][C:12]=2[NH:13][C:14](=[O:24])[CH2:15]1)=[O:20])[CH3:23]. The yield is 0.880. (2) The product is [NH2:41][C:2]1[CH:3]=[C:4]([C:37]([O:39][CH3:40])=[O:38])[C:5]([F:36])=[C:6]([C@:8]2([CH3:35])[C@H:14]3[C@:12]([C:15]([O:17][CH3:18])=[O:16])([CH2:13]3)[S:11][C:10]([N:19]([C:28]([O:30][C:31]([CH3:34])([CH3:33])[CH3:32])=[O:29])[CH2:20][O:21][CH2:22][CH2:23][Si:24]([CH3:27])([CH3:26])[CH3:25])=[N:9]2)[CH:7]=1. The catalyst is C1COCC1.[Cu]I.O.CCO. The yield is 0.450. The reactants are Br[C:2]1[CH:3]=[C:4]([C:37]([O:39][CH3:40])=[O:38])[C:5]([F:36])=[C:6]([C@:8]2([CH3:35])[C@H:14]3[C@:12]([C:15]([O:17][CH3:18])=[O:16])([CH2:13]3)[S:11][C:10]([N:19]([C:28]([O:30][C:31]([CH3:34])([CH3:33])[CH3:32])=[O:29])[CH2:20][O:21][CH2:22][CH2:23][Si:24]([CH3:27])([CH3:26])[CH3:25])=[N:9]2)[CH:7]=1.[N-:41]=[N+]=[N-].[Na+].O[C@H]([C@@H]1C([O-])=C(O)C(=O)O1)CO.[Na+].CN[C@@H]1CCCC[C@H]1NC.[Br-].CP(C)C. (3) The reactants are [Br:1][C:2]1[CH:11]=[CH:10][C:5]([C:6]([O:8][CH3:9])=[O:7])=[C:4]([CH3:12])[CH:3]=1.[Br:13]N1C(=O)CCC1=O. The catalyst is C(Cl)(Cl)(Cl)Cl.C(OOC(=O)C1C=CC=CC=1)(=O)C1C=CC=CC=1. The product is [Br:1][C:2]1[CH:11]=[CH:10][C:5]([C:6]([O:8][CH3:9])=[O:7])=[C:4]([CH2:12][Br:13])[CH:3]=1. The yield is 0.375. (4) The reactants are Br[CH2:2][C:3]1[N:4]=[CH:5][C:6]([NH:9][C:10](=[O:29])[C@@H:11]([C:18]2[CH:23]=[CH:22][C:21]([S:24]([CH3:27])(=[O:26])=[O:25])=[C:20]([Cl:28])[CH:19]=2)[CH2:12][CH:13]2[CH2:17][CH2:16][CH2:15][CH2:14]2)=[N:7][CH:8]=1.[Na].[CH3:31][S:32]([OH:34])=[O:33]. The yield is 0.730. The product is [Cl:28][C:20]1[CH:19]=[C:18]([C@@H:11]([CH2:12][CH:13]2[CH2:14][CH2:15][CH2:16][CH2:17]2)[C:10]([NH:9][C:6]2[CH:5]=[N:4][C:3]([CH2:2][S:32]([CH3:31])(=[O:34])=[O:33])=[CH:8][N:7]=2)=[O:29])[CH:23]=[CH:22][C:21]=1[S:24]([CH3:27])(=[O:25])=[O:26]. The catalyst is CC(C)=O. (5) The reactants are Cl.C[O:3][C:4](=[O:38])[C:5]1[CH:10]=[CH:9][C:8]([O:11][C:12]2[CH:17]=[CH:16][C:15]([CH2:18][C@H:19]([NH2:37])[C:20]3[N:21]([CH2:33][CH2:34][CH2:35][CH3:36])[CH:22]=[C:23]([C:25]4[CH:30]=[CH:29][C:28]([Cl:31])=[CH:27][C:26]=4[Cl:32])[N:24]=3)=[CH:14][CH:13]=2)=[CH:7][CH:6]=1.[O:39]1[CH2:43][CH2:42][CH2:41][CH:40]1[CH2:44][C:45](O)=[O:46]. No catalyst specified. The product is [CH2:33]([N:21]1[CH:22]=[C:23]([C:25]2[CH:30]=[CH:29][C:28]([Cl:31])=[CH:27][C:26]=2[Cl:32])[N:24]=[C:20]1[C@@H:19]([NH:37][C:45](=[O:46])[CH2:44][CH:40]1[CH2:41][CH2:42][CH2:43][O:39]1)[CH2:18][C:15]1[CH:16]=[CH:17][C:12]([O:11][C:8]2[CH:7]=[CH:6][C:5]([C:4]([OH:3])=[O:38])=[CH:10][CH:9]=2)=[CH:13][CH:14]=1)[CH2:34][CH2:35][CH3:36]. The yield is 0.680. (6) The reactants are [NH2:1][C:2]1[CH:7]=[CH:6][C:5]([CH3:8])=[CH:4][C:3]=1[C:9]([CH:11]1[CH2:13][CH2:12]1)=[O:10].CON(C)[C:17]([CH:19]1CCCC[CH2:20]1)=O. No catalyst specified. The product is [NH2:1][C:2]1[CH:7]=[CH:6][C:5]([CH3:8])=[CH:4][C:3]=1[C:9]([CH:11]1[CH2:13][CH2:12][CH2:20][CH2:19][CH2:17]1)=[O:10]. The yield is 0.750. (7) The yield is 0.380. The product is [F:1][C:2]1[CH:3]=[CH:4][C:5]([CH2:6][N:7]2[C:11]3=[CH:12][N:13]=[C:14]([C:17]([O:19][CH3:20])=[O:18])[C:15]([O:16][CH3:26])=[C:10]3[CH:9]=[CH:8]2)=[CH:21][CH:22]=1. The reactants are [F:1][C:2]1[CH:22]=[CH:21][C:5]([CH2:6][N:7]2[C:11]3=[CH:12][N:13]=[C:14]([C:17]([O:19][CH3:20])=[O:18])[C:15]([OH:16])=[C:10]3[CH:9]=[CH:8]2)=[CH:4][CH:3]=1.[H-].[Na+].I[CH3:26]. The catalyst is CN(C=O)C. (8) The reactants are [N:1]([C:4]1[CH:19]=[CH:18][C:7]([CH2:8]P(=C(C[N+](C)(C)C)O)=O)=[CH:6][CH:5]=1)=[N+:2]=[N-:3].NC1C=CC(C[OH:26])=CC=1.Cl.[N+]([O-])([O-])=O.[Na+].[N-]=[N+]=[N-].[Na+]. No catalyst specified. The product is [N:1]([C:4]1[CH:19]=[CH:18][C:7]([CH2:8][OH:26])=[CH:6][CH:5]=1)=[N+:2]=[N-:3]. The yield is 0.550. (9) The reactants are C([O:3][C:4]([C:6]1[C:11]([NH:12][C:13]2[CH:18]=[CH:17][C:16]([CH3:19])=[CH:15][C:14]=2[F:20])=[C:10]([CH3:21])[C:9](=[O:22])[N:8]([CH3:23])[C:7]=1[CH2:24]Br)=O)C.[NH3:26]. The catalyst is CO. The product is [F:20][C:14]1[CH:15]=[C:16]([CH3:19])[CH:17]=[CH:18][C:13]=1[NH:12][C:11]1[C:6]2[C:4](=[O:3])[NH:26][CH2:24][C:7]=2[N:8]([CH3:23])[C:9](=[O:22])[C:10]=1[CH3:21]. The yield is 0.460.